From a dataset of Reaction yield outcomes from USPTO patents with 853,638 reactions. Predict the reaction yield, written as a fraction of the theoretical maximum amount of product (1.0 means a 100% yield; for example, 0.34 means a 34% yield). The reactants are Cl[CH2:2][C:3]1[N:4]=[C:5]([C:9]2[CH:18]=[CH:17][C:12]([C:13]([O:15][CH3:16])=[O:14])=[CH:11][CH:10]=2)[O:6][C:7]=1[CH3:8].[O:19]1[CH2:24][CH2:23][N:22]([CH2:25][CH2:26][CH2:27][C:28]2[CH:33]=[CH:32][C:31]([S:34]([O-:36])=[O:35])=[CH:30][CH:29]=2)[CH2:21][CH2:20]1.[Li+].C(=O)([O-])[O-].[K+].[K+]. The catalyst is CN(C)C=O. The product is [CH3:8][C:7]1[O:6][C:5]([C:9]2[CH:18]=[CH:17][C:12]([C:13]([O:15][CH3:16])=[O:14])=[CH:11][CH:10]=2)=[N:4][C:3]=1[CH2:2][S:34]([C:31]1[CH:32]=[CH:33][C:28]([CH2:27][CH2:26][CH2:25][N:22]2[CH2:23][CH2:24][O:19][CH2:20][CH2:21]2)=[CH:29][CH:30]=1)(=[O:35])=[O:36]. The yield is 0.740.